Dataset: Peptide-MHC class II binding affinity with 134,281 pairs from IEDB. Task: Regression. Given a peptide amino acid sequence and an MHC pseudo amino acid sequence, predict their binding affinity value. This is MHC class II binding data. (1) The peptide sequence is DIDLGRNEVVNDVST. The MHC is DRB1_0301 with pseudo-sequence DRB1_0301. The binding affinity (normalized) is 0.456. (2) The peptide sequence is SGVLLNHFGLVEARY. The MHC is DRB1_0901 with pseudo-sequence DRB1_0901. The binding affinity (normalized) is 0.637. (3) The peptide sequence is AEGGKATTEEQKLIE. The MHC is DRB1_1602 with pseudo-sequence DRB1_1602. The binding affinity (normalized) is 0.727.